From a dataset of Catalyst prediction with 721,799 reactions and 888 catalyst types from USPTO. Predict which catalyst facilitates the given reaction. (1) Reactant: [CH2:1]([O:3][C:4]([CH:6]1[CH2:15][CH:14]([C:16]2[CH:21]=[CH:20][C:19]([Cl:22])=[C:18]([Cl:23])[CH:17]=2)[C:13]2[C:8](=[CH:9][CH:10]=[CH:11][CH:12]=2)[C:7]1=O)=[O:5])[CH3:2].[SiH](CC)(CC)CC. Product: [CH2:1]([O:3][C:4]([CH:6]1[CH2:15][CH:14]([C:16]2[CH:21]=[CH:20][C:19]([Cl:22])=[C:18]([Cl:23])[CH:17]=2)[C:13]2[C:8](=[CH:9][CH:10]=[CH:11][CH:12]=2)[CH2:7]1)=[O:5])[CH3:2]. The catalyst class is: 67. (2) Reactant: [CH3:1][Si](C=[N+]=[N-])(C)C.[OH:8][C:9]1[C:18]2[CH2:17][CH2:16][CH2:15][CH2:14][C:13]=2[CH:12]=[CH:11][C:10]=1[C:19]([OH:21])=[O:20]. The catalyst class is: 224. Product: [OH:8][C:9]1[C:18]2[CH2:17][CH2:16][CH2:15][CH2:14][C:13]=2[CH:12]=[CH:11][C:10]=1[C:19]([O:21][CH3:1])=[O:20]. (3) Product: [Cl:39][C:35]1[CH:34]=[C:33]([C@H:31]([OH:32])[CH2:30][NH:29][C:28]2[CH:27]=[CH:26][NH:25][C:24](=[O:40])[C:23]=2[C:19]2[NH:20][C:21]3[C:17]([N:18]=2)=[C:16]([CH3:41])[N:15]=[C:14]([N:11]2[CH2:12][CH2:13][NH:8][CH2:9][CH2:10]2)[N:22]=3)[CH:38]=[CH:37][CH:36]=1. Reactant: C(OC([N:8]1[CH2:13][CH2:12][N:11]([C:14]2[N:22]=[C:21]3[C:17]([N:18]=[C:19]([C:23]4[C:24](=[O:40])[NH:25][CH:26]=[CH:27][C:28]=4[NH:29][CH2:30][C@H:31]([C:33]4[CH:38]=[CH:37][CH:36]=[C:35]([Cl:39])[CH:34]=4)[OH:32])[NH:20]3)=[C:16]([CH3:41])[N:15]=2)[CH2:10][CH2:9]1)=O)(C)(C)C. The catalyst class is: 2. (4) Reactant: [CH:1]([C:4]1[CH:9]=[CH:8][CH:7]=[CH:6][C:5]=1[N:10]1[C:18]2[C:13](=[CH:14][CH:15]=[CH:16][CH:17]=2)[CH:12]=[CH:11]1)([CH3:3])[CH3:2].N1C=CC=CC=1.ClC(Cl)(O[C:29](=[O:35])OC(Cl)(Cl)Cl)Cl.C(N(CC)CC)C.[NH2:44][C:45]1[CH:50]=[CH:49][C:48]([CH3:51])=[CH:47][CH:46]=1. Product: [CH:1]([C:4]1[CH:9]=[CH:8][CH:7]=[CH:6][C:5]=1[N:10]1[C:18]2[C:13](=[CH:14][CH:15]=[CH:16][CH:17]=2)[C:12]([C:29]([NH:44][C:45]2[CH:50]=[CH:49][C:48]([CH3:51])=[CH:47][CH:46]=2)=[O:35])=[CH:11]1)([CH3:3])[CH3:2]. The catalyst class is: 4. (5) Product: [CH2:53]([O:52][C:50]([CH:43]1[CH2:30][CH2:31][CH2:26][CH2:42][N:41]1[C:40](=[O:62])[C:39]1[CH:38]=[CH:19][CH:20]=[CH:21][C:13]=1[C:12]#[C:11][C:2]1([OH:1])[CH:7]([CH3:8])[CH2:6][CH2:5][CH2:4][C:3]1([CH3:9])[CH3:10])=[O:51])[CH3:54]. Reactant: [OH:1][C:2]1([C:11]#[C:12][C:13]2[CH:21]=[CH:20][CH:19]=CC=2C(O)=O)[CH:7]([CH3:8])[CH2:6][CH2:5][CH2:4][C:3]1([CH3:10])[CH3:9].ON1C2C=C[CH:30]=[CH:31][C:26]=2N=N1.Cl.C(N=C=N[CH2:38][CH2:39][CH2:40][N:41]([CH3:43])[CH3:42])C.N1([C:50]([O:52][CH2:53][CH3:54])=[O:51])CCCCC1.C(N(CC)CC)C.[OH2:62]. The catalyst class is: 4. (6) Reactant: [CH2:1]([O:8][CH2:9][C@@H:10]1[CH2:14][C@@H:13]([C:15]2[C:19]3[N:20]=[CH:21][N:22]=[C:23]([NH:24][C@@H:25]4[C:33]5[C:28](=[CH:29][CH:30]=[CH:31][CH:32]=5)[CH2:27][CH2:26]4)[C:18]=3[S:17][CH:16]=2)[CH2:12][C@H:11]1[OH:34])[C:2]1[CH:7]=[CH:6][CH:5]=[CH:4][CH:3]=1.C1C=CC(P(C2C=CC=CC=2)C2C=CC=CC=2)=CC=1.[N+:54]([C:57]1[CH:65]=[CH:64][C:60]([C:61](O)=[O:62])=[CH:59][CH:58]=1)([O-:56])=[O:55].N(C(OCC)=O)=NC(OCC)=O. Product: [CH2:1]([O:8][CH2:9][C@@H:10]1[CH2:14][C@@H:13]([C:15]2[C:19]3[N:20]=[CH:21][N:22]=[C:23]([NH:24][C@@H:25]4[C:33]5[C:28](=[CH:29][CH:30]=[CH:31][CH:32]=5)[CH2:27][CH2:26]4)[C:18]=3[S:17][CH:16]=2)[CH2:12][C@@H:11]1[O:34][C:61](=[O:62])[C:60]1[CH:59]=[CH:58][C:57]([N+:54]([O-:56])=[O:55])=[CH:65][CH:64]=1)[C:2]1[CH:3]=[CH:4][CH:5]=[CH:6][CH:7]=1. The catalyst class is: 1. (7) Reactant: [N:1]1[CH:6]=[CH:5][CH:4]=[C:3]([N:7]2[CH:11]=[C:10]([NH2:12])[CH:9]=[N:8]2)[CH:2]=1.[C:13](O[C:13]([O:15][C:16]([CH3:19])([CH3:18])[CH3:17])=[O:14])([O:15][C:16]([CH3:19])([CH3:18])[CH3:17])=[O:14].C(=O)(O)[O-].[Na+]. Product: [N:1]1[CH:6]=[CH:5][CH:4]=[C:3]([N:7]2[CH:11]=[C:10]([NH:12][C:13](=[O:14])[O:15][C:16]([CH3:19])([CH3:18])[CH3:17])[CH:9]=[N:8]2)[CH:2]=1. The catalyst class is: 30. (8) Reactant: C(OC([NH:8][CH2:9][C:10]1[CH:40]=[CH:39][C:38]([Cl:41])=[CH:37][C:11]=1[CH2:12][NH:13][C:14](=[O:36])[C@@H:15]1[CH2:19][CH2:18][CH2:17][N:16]1[C:20](=[O:35])[CH2:21][CH:22]([C:29]1[CH:34]=[CH:33][CH:32]=[CH:31][CH:30]=1)[C:23]1[CH:28]=[CH:27][CH:26]=[CH:25][CH:24]=1)=O)(C)(C)C.Cl.CCOC(C)=O. Product: [C:23]1([CH:22]([C:29]2[CH:30]=[CH:31][CH:32]=[CH:33][CH:34]=2)[CH2:21][C:20]([N:16]2[CH2:17][CH2:18][CH2:19][C@H:15]2[C:14]([NH:13][CH2:12][C:11]2[CH:37]=[C:38]([Cl:41])[CH:39]=[CH:40][C:10]=2[CH2:9][NH2:8])=[O:36])=[O:35])[CH:24]=[CH:25][CH:26]=[CH:27][CH:28]=1. The catalyst class is: 25.